From a dataset of Forward reaction prediction with 1.9M reactions from USPTO patents (1976-2016). Predict the product of the given reaction. (1) Given the reactants [CH2:1]([OH:8])[C:2]1[CH:7]=[CH:6][CH:5]=[CH:4][CH:3]=1.Cl[C:10]1[C:15]([C:16]#[N:17])=[CH:14][CH:13]=[CH:12][N:11]=1.CN(C)C=O.[H-].[Na+], predict the reaction product. The product is: [CH2:1]([O:8][C:10]1[N:11]=[CH:12][CH:13]=[CH:14][C:15]=1[C:16]#[N:17])[C:2]1[CH:7]=[CH:6][CH:5]=[CH:4][CH:3]=1. (2) Given the reactants C(OC(=O)[NH:7][C:8]1[O:9][CH2:10][C:11]([F:37])([F:36])[C@:12]([C:15]2[C:20]([F:21])=[CH:19][CH:18]=[C:17]([NH:22][C:23]([C:25]3[C:30]([Cl:31])=[CH:29][C:28]([C:32]([F:35])([F:34])[F:33])=[CH:27][N:26]=3)=[O:24])[N:16]=2)([CH3:14])[N:13]=1)(C)(C)C.C(O)(C(F)(F)F)=O.C([O-])([O-])=O.[Na+].[Na+], predict the reaction product. The product is: [NH2:7][C:8]1[O:9][CH2:10][C:11]([F:37])([F:36])[C@:12]([C:15]2[N:16]=[C:17]([NH:22][C:23]([C:25]3[C:30]([Cl:31])=[CH:29][C:28]([C:32]([F:35])([F:33])[F:34])=[CH:27][N:26]=3)=[O:24])[CH:18]=[CH:19][C:20]=2[F:21])([CH3:14])[N:13]=1. (3) Given the reactants [CH:1]1[CH:6]=[CH:5][CH:4]=[CH:3][CH:2]=1.[N+:7]([O-])([OH:9])=[O:8].S(=O)(=O)(O)O, predict the reaction product. The product is: [N+:7]([C:1]1[CH:6]=[CH:5][CH:4]=[CH:3][CH:2]=1)([O-:9])=[O:8]. (4) Given the reactants [CH3:1][C:2]1[C:3]([N:9]2[CH2:14][CH2:13][N:12]([C:15]([C:17]3[CH:22]=[CH:21][C:20](I)=[CH:19][CH:18]=3)=[O:16])[CH2:11][CH2:10]2)=[N:4][CH:5]=[C:6]([CH3:8])[CH:7]=1.[NH:24]1[CH2:28][CH2:27][CH2:26][C:25]1=[O:29], predict the reaction product. The product is: [CH3:1][C:2]1[C:3]([N:9]2[CH2:14][CH2:13][N:12]([C:15]([C:17]3[CH:22]=[CH:21][C:20]([N:24]4[CH2:28][CH2:27][CH2:26][C:25]4=[O:29])=[CH:19][CH:18]=3)=[O:16])[CH2:11][CH2:10]2)=[N:4][CH:5]=[C:6]([CH3:8])[CH:7]=1. (5) Given the reactants [CH3:1][NH:2][C:3]1[CH:20]=[CH:19][C:6]([O:7][C:8]2[CH:13]=[CH:12][N:11]=[C:10]([NH:14][C:15](=[O:18])[CH2:16]Cl)[CH:9]=2)=[CH:5][C:4]=1[N+:21]([O-:23])=[O:22].[CH2:24]([N:26]1[CH2:31][CH2:30][NH:29][CH2:28][CH2:27]1)[CH3:25].C(=O)([O-])[O-].[K+].[K+], predict the reaction product. The product is: [CH3:1][NH:2][C:3]1[CH:20]=[CH:19][C:6]([O:7][C:8]2[CH:13]=[CH:12][N:11]=[C:10]([NH:14][C:15](=[O:18])[CH2:16][N:29]3[CH2:30][CH2:31][N:26]([CH2:24][CH3:25])[CH2:27][CH2:28]3)[CH:9]=2)=[CH:5][C:4]=1[N+:21]([O-:23])=[O:22]. (6) The product is: [F:50][C:48]([F:49])([F:51])[C:46]1[CH:47]=[C:42]([CH:43]=[C:44]([C:52]([F:53])([F:54])[F:55])[CH:45]=1)[CH2:41][N:22]([C@@H:12]1[C:13]2=[CH:14][C:15]3[CH2:16][O:17][CH2:18][C:19]=3[CH:20]=[C:21]2[NH:8][CH2:9][CH2:10][CH2:11]1)[C:23]1[N:24]=[N:25][N:26]([CH2:28][CH2:29][N:30]2[C:31](=[O:40])[C:32]3[C:37](=[CH:36][CH:35]=[CH:34][CH:33]=3)[C:38]2=[O:39])[N:27]=1. Given the reactants C(OC([N:8]1[C:21]2[C:13](=[CH:14][C:15]3[CH2:16][O:17][CH2:18][C:19]=3[CH:20]=2)[C@@H:12]([N:22]([CH2:41][C:42]2[CH:47]=[C:46]([C:48]([F:51])([F:50])[F:49])[CH:45]=[C:44]([C:52]([F:55])([F:54])[F:53])[CH:43]=2)[C:23]2[N:24]=[N:25][N:26]([CH2:28][CH2:29][N:30]3[C:38](=[O:39])[C:37]4[C:32](=[CH:33][CH:34]=[CH:35][CH:36]=4)[C:31]3=[O:40])[N:27]=2)[CH2:11][CH2:10][CH2:9]1)=O)(C)(C)C.FC(F)(F)C(O)=O, predict the reaction product. (7) The product is: [F:24][C:25]([F:30])([F:29])[C:26]([OH:28])=[O:27].[NH2:16][C@@:9]1([CH2:12][CH:13]([CH3:15])[CH3:14])[C:10](=[O:11])[N:4]2[C@@H:5]([S:6][CH2:7][C@H:3]2[C:1]#[N:2])[CH2:8]1. Given the reactants [C:1]([C@@H:3]1[CH2:7][S:6][C@H:5]2[CH2:8][C@:9]([NH:16]C(=O)OC(C)(C)C)([CH2:12][CH:13]([CH3:15])[CH3:14])[C:10](=[O:11])[N:4]12)#[N:2].[F:24][C:25]([F:30])([F:29])[C:26]([OH:28])=[O:27], predict the reaction product. (8) Given the reactants [ClH:1].[N:2]12[CH2:11][CH:6]3[CH2:7][CH:8]([CH2:10][CH:4]([C@@H:5]3[NH2:12])[CH2:3]1)[CH2:9]2.[CH3:13][C:14]1[NH:18][C:17]2[CH:19]=[CH:20][C:21]([C:23](O)=[O:24])=[CH:22][C:16]=2[N:15]=1.N, predict the reaction product. The product is: [ClH:1].[ClH:1].[N:2]12[CH2:11][CH:6]3[CH2:7][CH:8]([CH2:10][CH:4]([C@@H:5]3[NH:12][C:23]([C:21]3[CH:20]=[CH:19][C:17]4[NH:18][C:14]([CH3:13])=[N:15][C:16]=4[CH:22]=3)=[O:24])[CH2:3]1)[CH2:9]2. (9) Given the reactants [H-].[Na+].[O:3]([C:10]1[CH:15]=[CH:14][C:13]([C:16]2[C:24]3[C:23]([NH2:25])=[N:22][CH:21]=[N:20][C:19]=3[NH:18][CH:17]=2)=[CH:12][CH:11]=1)[C:4]1[CH:9]=[CH:8][CH:7]=[CH:6][CH:5]=1.[H][H].S(O[CH:39]1[CH2:48][CH2:47][C:42]2([O:46][CH2:45][CH2:44][O:43]2)[CH2:41][CH2:40]1)(C1C=CC(C)=CC=1)(=O)=O.O1C2(CCC(=O)CC2)OCC1, predict the reaction product. The product is: [O:3]([C:10]1[CH:11]=[CH:12][C:13]([C:16]2[C:24]3[C:23]([NH2:25])=[N:22][CH:21]=[N:20][C:19]=3[N:18]([CH:39]3[CH2:48][CH2:47][C:42]4([O:46][CH2:45][CH2:44][O:43]4)[CH2:41][CH2:40]3)[CH:17]=2)=[CH:14][CH:15]=1)[C:4]1[CH:9]=[CH:8][CH:7]=[CH:6][CH:5]=1. (10) Given the reactants [Cl:1][C:2]1[C:3]([OH:24])=[C:4]([C:19](=[O:23])[CH:20]([CH3:22])[CH3:21])[CH:5]=[C:6]([O:8][Si](C(C)C)(C(C)C)C(C)C)[CH:7]=1.S(OC)(O[CH3:29])(=O)=O.[OH-].[Na+], predict the reaction product. The product is: [Cl:1][C:2]1[C:3]([O:24][CH3:29])=[C:4]([C:19](=[O:23])[CH:20]([CH3:21])[CH3:22])[CH:5]=[C:6]([OH:8])[CH:7]=1.